This data is from Forward reaction prediction with 1.9M reactions from USPTO patents (1976-2016). The task is: Predict the product of the given reaction. (1) Given the reactants [Br:1][C:2]1[CH:3]=[C:4]([N+:9]([O-])=O)[C:5]([Cl:8])=[N:6][CH:7]=1.[Cl-].[NH4+], predict the reaction product. The product is: [Br:1][C:2]1[CH:3]=[C:4]([NH2:9])[C:5]([Cl:8])=[N:6][CH:7]=1. (2) Given the reactants [Cl:1][C:2]1[C:3]2[N:4]([C:8]([CH2:11][CH3:12])=[N:9][N:10]=2)[CH:5]=[CH:6][N:7]=1, predict the reaction product. The product is: [ClH:1].[CH2:11]([C:8]1[N:4]2[CH2:5][CH2:6][NH:7][CH2:2][C:3]2=[N:10][N:9]=1)[CH3:12].